This data is from Full USPTO retrosynthesis dataset with 1.9M reactions from patents (1976-2016). The task is: Predict the reactants needed to synthesize the given product. Given the product [C:11]1([CH2:17][CH2:18][CH2:19][CH2:20][N:21]2[CH2:1][C:10]3[C:5](=[CH:6][CH:7]=[CH:8][CH:9]=3)[C:4]2=[O:3])[CH:16]=[CH:15][CH:14]=[CH:13][CH:12]=1, predict the reactants needed to synthesize it. The reactants are: [C:1]1([C:10]2[C:5](=[CH:6][CH:7]=[CH:8][CH:9]=2)[CH2:4][O:3]1)=O.[C:11]1([CH2:17][CH2:18][CH2:19][CH2:20][NH2:21])[CH:16]=[CH:15][CH:14]=[CH:13][CH:12]=1.